From a dataset of Forward reaction prediction with 1.9M reactions from USPTO patents (1976-2016). Predict the product of the given reaction. (1) Given the reactants C(=O)([O-])[O-].[K+].[K+].Br[CH:8]([Br:10])[CH3:9].[Br:11][C:12]1[CH:13]=[C:14]([NH:18][C:19]2[C:28]3[C:23](=[CH:24][C:25]([O:30][CH3:31])=[C:26]([OH:29])[CH:27]=3)[N:22]=[CH:21][N:20]=2)[CH:15]=[CH:16][CH:17]=1, predict the reaction product. The product is: [Br:11][C:12]1[CH:13]=[C:14]([NH:18][C:19]2[C:28]3[C:23](=[CH:24][C:25]([O:30][CH3:31])=[C:26]([O:29][CH2:9][CH2:8][Br:10])[CH:27]=3)[N:22]=[CH:21][N:20]=2)[CH:15]=[CH:16][CH:17]=1. (2) Given the reactants [NH:1]1[CH2:6][CH2:5][CH:4]([C:7]2[CH:12]=[CH:11][N:10]=[CH:9][CH:8]=2)[CH2:3][CH2:2]1.[O:13]=[C:14]1[N:20]([CH:21]2[CH2:26][CH2:25][N:24]([C:27]([O:29][C@@H:30]([C:41](O)=[O:42])[CH2:31][C:32]3[CH:37]=[C:36]([CH3:38])[C:35]([OH:39])=[C:34]([CH3:40])[CH:33]=3)=[O:28])[CH2:23][CH2:22]2)[CH2:19][CH2:18][C:17]2[CH:44]=[CH:45][CH:46]=[CH:47][C:16]=2[NH:15]1.CN(C(ON1N=NC2C=CC=CC1=2)=[N+](C)C)C.[B-](F)(F)(F)F.C(N(CC)CC)C, predict the reaction product. The product is: [O:13]=[C:14]1[N:20]([CH:21]2[CH2:22][CH2:23][N:24]([C:27]([O:29][C@H:30]([CH2:31][C:32]3[CH:33]=[C:34]([CH3:40])[C:35]([OH:39])=[C:36]([CH3:38])[CH:37]=3)[C:41](=[O:42])[N:10]3[CH2:9][CH2:8][CH:7]([C:4]4[CH:5]=[CH:6][N:1]=[CH:2][CH:3]=4)[CH2:12][CH2:11]3)=[O:28])[CH2:25][CH2:26]2)[CH2:19][CH2:18][C:17]2[CH:44]=[CH:45][CH:46]=[CH:47][C:16]=2[NH:15]1. (3) Given the reactants Br[C:2]1[CH:7]=[CH:6][C:5]([C:8]([CH3:26])([CH3:25])[C:9]([N:11]2[CH2:15][CH2:14][C@@:13]3([C:19]4[CH:20]=[CH:21][CH:22]=[CH:23][C:18]=4[C:17](=[O:24])[O:16]3)[CH2:12]2)=[O:10])=[CH:4][CH:3]=1.[CH3:27][C:28]1([CH3:44])[C:32]([CH3:34])([CH3:33])[O:31][B:30]([B:30]2[O:31][C:32]([CH3:34])([CH3:33])[C:28]([CH3:44])([CH3:27])[O:29]2)[O:29]1.C([O-])(=O)C.[K+].ClCCl.O1CCOCC1, predict the reaction product. The product is: [CH3:25][C:8]([C:5]1[CH:6]=[CH:7][C:2]([B:30]2[O:31][C:32]([CH3:34])([CH3:33])[C:28]([CH3:44])([CH3:27])[O:29]2)=[CH:3][CH:4]=1)([CH3:26])[C:9]([N:11]1[CH2:15][CH2:14][C@@:13]2([C:19]3[CH:20]=[CH:21][CH:22]=[CH:23][C:18]=3[C:17](=[O:24])[O:16]2)[CH2:12]1)=[O:10]. (4) Given the reactants [H-].[Na+].CS(O[C@@H:8]([CH2:28][O:29][Si:30]([C:33]([CH3:36])([CH3:35])[CH3:34])([CH3:32])[CH3:31])[C@H:9]([NH:20][C:21]([O:23][C:24]([CH3:27])([CH3:26])[CH3:25])=[O:22])[C:10]1[CH:15]=[CH:14][C:13]([C:16]([F:19])([F:18])[F:17])=[CH:12][CH:11]=1)(=O)=O.CCOC(C)=O.CO, predict the reaction product. The product is: [Si:30]([O:29][CH2:28][C@H:8]1[C@@H:9]([C:10]2[CH:15]=[CH:14][C:13]([C:16]([F:19])([F:18])[F:17])=[CH:12][CH:11]=2)[N:20]1[C:21]([O:23][C:24]([CH3:27])([CH3:26])[CH3:25])=[O:22])([C:33]([CH3:36])([CH3:35])[CH3:34])([CH3:32])[CH3:31]. (5) Given the reactants [CH3:1][C:2]1[NH:6][N:5]=[CH:4][C:3]=1[C:7]1[S:15][C:14]2[C:13](=[O:16])[NH:12][C:11]([C@@H:17]3[CH:22]4[CH2:23][CH2:24][CH:19]([CH2:20][CH2:21]4)[N:18]3C(OC(C)(C)C)=O)=[N:10][C:9]=2[CH:8]=1.[ClH:32].C(OCC)(=O)C, predict the reaction product. The product is: [ClH:32].[ClH:32].[CH:19]12[CH2:20][CH2:21][CH:22]([CH2:23][CH2:24]1)[C@@H:17]([C:11]1[NH:12][C:13](=[O:16])[C:14]3[S:15][C:7]([C:3]4[CH:4]=[N:5][NH:6][C:2]=4[CH3:1])=[CH:8][C:9]=3[N:10]=1)[NH:18]2. (6) The product is: [NH2:15][CH2:14][CH2:13][CH2:12][C:8]1[CH:7]=[C:6]([C:5]#[C:4][C:3]([CH2:22][CH3:23])([OH:24])[CH2:1][CH3:2])[CH:11]=[CH:10][CH:9]=1. Given the reactants [CH2:1]([C:3]([OH:24])([CH2:22][CH3:23])[CH2:4][CH2:5][C:6]1[CH:7]=[C:8]([CH2:12][CH2:13][CH2:14][NH:15]C(=O)C(F)(F)F)[CH:9]=[CH:10][CH:11]=1)[CH3:2].C([O-])([O-])=O.[K+].[K+], predict the reaction product.